From a dataset of Forward reaction prediction with 1.9M reactions from USPTO patents (1976-2016). Predict the product of the given reaction. (1) Given the reactants [Cl:1][C:2]1[CH:24]=[C:23]([S:25]([CH3:28])(=[O:27])=[O:26])[CH:22]=[CH:21][C:3]=1[C:4]([C:6]1[C:15]2[C:10](=[CH:11][CH:12]=[C:13]([F:16])[CH:14]=2)[CH:9]=[C:8]([CH2:17][C:18]([OH:20])=[O:19])[CH:7]=1)=[O:5].[BH4-].[Na+], predict the reaction product. The product is: [Cl:1][C:2]1[CH:24]=[C:23]([S:25]([CH3:28])(=[O:26])=[O:27])[CH:22]=[CH:21][C:3]=1[CH:4]([OH:5])[C:6]1[C:15]2[C:10](=[CH:11][CH:12]=[C:13]([F:16])[CH:14]=2)[CH:9]=[C:8]([CH2:17][C:18]([OH:20])=[O:19])[CH:7]=1. (2) Given the reactants C([O:3][C:4](=[O:18])[CH2:5][C@@H:6]([NH:14]C(=O)C)[C@H:7]([CH3:13])[C@H:8]([CH3:12])[CH2:9][CH2:10][CH3:11])C.[ClH:19], predict the reaction product. The product is: [ClH:19].[NH2:14][C@@H:6]([C@H:7]([CH3:13])[C@H:8]([CH3:12])[CH2:9][CH2:10][CH3:11])[CH2:5][C:4]([OH:18])=[O:3]. (3) The product is: [CH:4]1([C:10]2[C:18]3[C:17](=[O:19])[NH:16][C:15]([C:20]4[CH:25]=[CH:24][C:23]([N:26]5[CH2:31][CH2:30][CH:29]([OH:32])[CH2:28][CH2:27]5)=[CH:22][C:21]=4[O:33][CH3:34])=[N:14][C:13]=3[N:12]([CH3:35])[N:11]=2)[CH2:5][CH2:6][CH2:7][CH2:8][CH2:9]1. Given the reactants C(O)C.[CH:4]1([C:10]2[C:18]3[C:17](=[O:19])[NH:16][C:15]([C:20]4[CH:25]=[CH:24][C:23]([N:26]5[CH2:31][CH2:30][C:29](=[O:32])[CH2:28][CH2:27]5)=[CH:22][C:21]=4[O:33][CH3:34])=[N:14][C:13]=3[N:12]([CH3:35])[N:11]=2)[CH2:9][CH2:8][CH2:7][CH2:6][CH2:5]1.[BH4-].[Na+], predict the reaction product. (4) Given the reactants Cl[C:2]1[N:10]=[CH:9][N:8]=[C:7]2[C:3]=1[N:4]=[CH:5][N:6]2[CH2:11][CH2:12][CH2:13][CH2:14][CH2:15][CH2:16][CH2:17][CH2:18][CH2:19][CH3:20].[NH3:21], predict the reaction product. The product is: [CH2:11]([N:6]1[CH:5]=[N:4][C:3]2[C:7]1=[N:8][CH:9]=[N:10][C:2]=2[NH2:21])[CH2:12][CH2:13][CH2:14][CH2:15][CH2:16][CH2:17][CH2:18][CH2:19][CH3:20]. (5) Given the reactants N[C:2]1[C:3]([O:12][CH3:13])=[C:4]([CH:9]=[CH:10][CH:11]=1)[C:5]([O:7]C)=[O:6].N([O-])=O.[Na+].[S:18](=[O:20])=[O:19].[Cl:21][C:22]1[CH:29]=[CH:28][C:25]([NH:26][CH3:27])=[CH:24][CH:23]=1, predict the reaction product. The product is: [Cl:21][C:22]1[CH:29]=[CH:28][C:25]([N:26]([CH3:27])[S:18]([C:2]2[C:3]([O:12][CH3:13])=[C:4]([CH:9]=[CH:10][CH:11]=2)[C:5]([OH:7])=[O:6])(=[O:20])=[O:19])=[CH:24][CH:23]=1.